From a dataset of Reaction yield outcomes from USPTO patents with 853,638 reactions. Predict the reaction yield, written as a fraction of the theoretical maximum amount of product (1.0 means a 100% yield; for example, 0.34 means a 34% yield). The reactants are [CH3:1][C:2]1[N:3](O)[C:4]([CH2:7][CH2:8][C:9]2[CH:14]=[CH:13][CH:12]=[CH:11][CH:10]=2)=[CH:5][N:6]=1.C(=O)(O)[O-].[Na+].[OH-].[Na+]. The catalyst is CO. The product is [CH3:1][C:2]1[NH:3][C:4]([CH2:7][CH2:8][C:9]2[CH:14]=[CH:13][CH:12]=[CH:11][CH:10]=2)=[CH:5][N:6]=1. The yield is 0.750.